Dataset: CYP2C19 inhibition data for predicting drug metabolism from PubChem BioAssay. Task: Regression/Classification. Given a drug SMILES string, predict its absorption, distribution, metabolism, or excretion properties. Task type varies by dataset: regression for continuous measurements (e.g., permeability, clearance, half-life) or binary classification for categorical outcomes (e.g., BBB penetration, CYP inhibition). Dataset: cyp2c19_veith. (1) The drug is FC(F)(F)c1ccccc1-c1nccc(-n2ccnc2)n1. The result is 1 (inhibitor). (2) The molecule is CC(=O)N1CCC2(CCCN(Cc3nccs3)C2)CC1. The result is 1 (inhibitor). (3) The compound is CN1CCN(c2ncc3ncc(=O)n(C4CC4)c3n2)CC1. The result is 0 (non-inhibitor). (4) The molecule is CCN1/C(=C/c2ccc3cccc(C)c3[n+]2CC)Sc2ccccc21.[I-]. The result is 0 (non-inhibitor). (5) The compound is NC(=O)c1ncn([C@H]2O[C@@H](CO)[C@@H](O)[C@@H]2O)n1. The result is 0 (non-inhibitor). (6) The drug is N#Cc1c(-n2ccnc2)cccc1-n1ccnc1. The result is 1 (inhibitor).